This data is from Peptide-MHC class I binding affinity with 185,985 pairs from IEDB/IMGT. The task is: Regression. Given a peptide amino acid sequence and an MHC pseudo amino acid sequence, predict their binding affinity value. This is MHC class I binding data. The peptide sequence is SYQEMIATLPL. The MHC is H-2-Kd with pseudo-sequence H-2-Kd. The binding affinity (normalized) is 0.478.